This data is from Full USPTO retrosynthesis dataset with 1.9M reactions from patents (1976-2016). The task is: Predict the reactants needed to synthesize the given product. (1) Given the product [O:37]1[C:38]2[CH:44]=[CH:43][CH:42]=[CH:41][C:39]=2[N:40]=[C:36]1[N:32]1[CH2:33][CH2:34][N:35]([C:6](=[N:3][C:2]#[N:1])[NH:5][C:8]2[CH:13]=[CH:12][CH:11]=[CH:10][C:9]=2[CH3:14])[CH:30]([CH:27]([CH3:29])[CH3:28])[CH2:31]1, predict the reactants needed to synthesize it. The reactants are: [N:1]#[C:2][NH2:3].[Na].[N:5]([C:8]1[CH:13]=[CH:12][CH:11]=[CH:10][C:9]=1[CH3:14])=[C:6]=S.Cl.CN(C)CCCN=C=NCC.[CH:27]([CH:30]1[NH:35][CH2:34][CH2:33][N:32]([C:36]2[O:37][C:38]3[CH:44]=[CH:43][CH:42]=[CH:41][C:39]=3[N:40]=2)[CH2:31]1)([CH3:29])[CH3:28]. (2) Given the product [Br:1][C:2]1[CH:15]=[CH:14][C:5]2[N:6]([CH3:13])[C:7](=[O:12])[N:8]([CH2:24][C:23]3[CH:26]=[CH:27][C:20]([O:19][CH3:18])=[CH:21][CH:22]=3)[S:9](=[O:10])(=[O:11])[C:4]=2[CH:3]=1, predict the reactants needed to synthesize it. The reactants are: [Br:1][C:2]1[CH:15]=[CH:14][C:5]2[N:6]([CH3:13])[C:7](=[O:12])[NH:8][S:9](=[O:11])(=[O:10])[C:4]=2[CH:3]=1.[H-].[Na+].[CH3:18][O:19][C:20]1[CH:27]=[CH:26][C:23]([CH2:24]Cl)=[CH:22][CH:21]=1. (3) Given the product [CH3:1][CH2:2][CH3:3].[CH2:5]=[CH:6][CH2:7][CH2:8][CH3:9].[CH2:9]=[CH:10][CH2:11][CH2:12][CH2:13][CH3:14], predict the reactants needed to synthesize it. The reactants are: [CH3:1]/[CH:2]=[CH:3]/C.[CH3:5]/[CH:6]=[CH:7]\[CH3:8].[CH2:9]=[CH:10][CH2:11][CH3:12].[CH2:13]=[CH:14]C. (4) Given the product [Br:1][C:2]1[CH:6]=[CH:5][S:4][C:3]=1/[CH:7]=[N:23]/[N:22]=[C:15]([C:9]1[CH:14]=[CH:13][CH:12]=[CH:11][CH:10]=1)[C:16]1[CH:21]=[CH:20][CH:19]=[CH:18][CH:17]=1, predict the reactants needed to synthesize it. The reactants are: [Br:1][C:2]1[CH:6]=[CH:5][S:4][C:3]=1[CH:7]=O.[C:9]1([C:15](=[N:22][NH2:23])[C:16]2[CH:21]=[CH:20][CH:19]=[CH:18][CH:17]=2)[CH:14]=[CH:13][CH:12]=[CH:11][CH:10]=1. (5) Given the product [CH2:21]([CH:23]1[CH2:28][CH2:27][CH:12]([N:2]2[CH:3]=[C:4]([CH2:5][OH:7])[N:10]=[CH:11]2)[CH2:25][CH2:24]1)[CH3:22], predict the reactants needed to synthesize it. The reactants are: C[N:2]([CH3:12])[CH:3]=[C:4]([N+:10]#[C-:11])[C:5]([O:7]CC)=O.[Cl-].[NH4+].[H-].[Al+3].[Li+].[H-].[H-].[H-].[CH2:21]([CH:23]1[CH2:28][CH2:27]C(N)[CH2:25][CH2:24]1)[CH3:22]. (6) Given the product [CH3:1][C:2]1([CH3:14])[CH2:8][CH2:7][CH2:6][NH:5][C:4]2[CH:10]=[CH:11][CH:12]=[CH:13][C:3]1=2, predict the reactants needed to synthesize it. The reactants are: [CH3:1][C:2]1([CH3:14])[CH2:8][CH2:7][C:6](=O)[NH:5][C:4]2[CH:10]=[CH:11][CH:12]=[CH:13][C:3]1=2.[H-].[H-].[H-].[H-].[Li+].[Al+3].[OH-].[Na+].[O-]S([O-])(=O)=O.[Na+].[Na+].